Dataset: Full USPTO retrosynthesis dataset with 1.9M reactions from patents (1976-2016). Task: Predict the reactants needed to synthesize the given product. (1) Given the product [Cl:1][CH2:2][CH:3]1[C:11]2[C:10]3[CH:12]=[CH:13][CH:14]=[C:15]([S:16]([Cl:19])(=[O:18])=[O:17])[C:9]=3[C:8]([N+:26]([O-:28])=[O:27])=[CH:7][C:6]=2[N:5]([C:20](=[O:25])[C:21]([F:24])([F:23])[F:22])[CH2:4]1, predict the reactants needed to synthesize it. The reactants are: [Cl:1][CH2:2][CH:3]1[C:11]2[C:10]3[CH:12]=[CH:13][CH:14]=[C:15]([S:16]([Cl:19])(=[O:18])=[O:17])[C:9]=3[CH:8]=[CH:7][C:6]=2[N:5]([C:20](=[O:25])[C:21]([F:24])([F:23])[F:22])[CH2:4]1.[N+:26]([O-])([O-:28])=[O:27].[K+]. (2) The reactants are: [CH3:1][CH:2]1[C:6]([N:7]2[CH2:11][CH2:10][C:9]3([CH2:16][CH2:15][N:14](C(OC(C)(C)C)=O)[CH2:13][CH2:12]3)[C:8]2=[O:24])=[CH:5][C:4](=[O:25])[O:3]1.FC(F)(F)C(O)=O. Given the product [CH3:1][CH:2]1[C:6]([N:7]2[CH2:11][CH2:10][C:9]3([CH2:16][CH2:15][NH:14][CH2:13][CH2:12]3)[C:8]2=[O:24])=[CH:5][C:4](=[O:25])[O:3]1, predict the reactants needed to synthesize it. (3) The reactants are: [O:1]1[CH:5]=[CH:4][NH:3][C:2]1=[S:6].N12CCCN=C1CCCCC2.Br[CH2:19][C:20]1[C:21]([C:30]([F:33])([F:32])[F:31])=[N:22][N:23]([CH3:29])[C:24]=1[O:25][CH:26]([F:28])[F:27].O. Given the product [F:28][CH:26]([F:27])[O:25][C:24]1[N:23]([CH3:29])[N:22]=[C:21]([C:30]([F:33])([F:32])[F:31])[C:20]=1[CH2:19][S:6][C:2]1[O:1][CH:5]=[CH:4][N:3]=1, predict the reactants needed to synthesize it. (4) Given the product [NH2:21][CH2:20][CH2:19][NH:22][CH:1]([C:4]1[CH:18]=[CH:17][C:7]([O:8][CH2:9][C:10]([N:12]2[CH2:16][CH2:15][CH2:14][CH2:13]2)=[O:11])=[CH:6][CH:5]=1)[CH3:2], predict the reactants needed to synthesize it. The reactants are: [C:1]([C:4]1[CH:18]=[CH:17][C:7]([O:8][CH2:9][C:10]([N:12]2[CH2:16][CH2:15][CH2:14][CH2:13]2)=[O:11])=[CH:6][CH:5]=1)(=O)[CH3:2].[CH2:19]([NH2:22])[CH2:20][NH2:21]. (5) Given the product [CH3:18][C@H:17]1[CH2:23][C@@H:22]([OH:25])[C@H:14]([CH:13]([CH3:19])[CH3:12])[CH2:15][CH2:16]1, predict the reactants needed to synthesize it. The reactants are: C1(CCC(O)C)C=CC=CC=1.[CH2:12]1[CH:17]2[CH:18]3[NH+]([O-])[CH:15]([CH2:16]2)[CH2:14][CH:13]1[CH2:19]3.[C:22]([OH:25])(=O)[CH3:23].CC(OC(/N=N/C(OC(C)C)=O)=O)C.C(=O)([O-])[O-].[Na+].[Na+]. (6) Given the product [CH3:28][O:29][C:30]1[C:31](=[O:54])[C:32]([CH3:53])=[C:33]([CH2:39][C:40]2[CH:41]=[CH:42][C:43]([O:49][C:50](=[O:52])[CH3:51])=[C:44]([CH:48]=2)[C:45]([NH:6][C:5]2[CH:7]=[CH:8][CH:9]=[C:3]([C:2]([F:10])([F:11])[F:1])[CH:4]=2)=[O:46])[C:34](=[O:38])[C:35]=1[O:36][CH3:37], predict the reactants needed to synthesize it. The reactants are: [F:1][C:2]([F:11])([F:10])[C:3]1[CH:4]=[C:5]([CH:7]=[CH:8][CH:9]=1)[NH2:6].C(N(CC)CC)C.[Cl-].ClC1N(C)CC[NH+]1C.[CH3:28][O:29][C:30]1[C:31](=[O:54])[C:32]([CH3:53])=[C:33]([CH2:39][C:40]2[CH:41]=[CH:42][C:43]([O:49][C:50](=[O:52])[CH3:51])=[C:44]([CH:48]=2)[C:45](O)=[O:46])[C:34](=[O:38])[C:35]=1[O:36][CH3:37]. (7) The reactants are: [Cl:1][C:2]1[CH:7]=[CH:6][C:5]([C:8]2[CH:12]=[C:11]([C:13]([F:16])([F:15])[F:14])[O:10][N:9]=2)=[CH:4][CH:3]=1.C1(C2[C:27](C3N=CN(C4C=CC=CC=4)C=3)=[C:26](C(F)(F)F)[O:25]N=2)C=CC=CC=1. Given the product [Cl:1][C:2]1[CH:3]=[CH:4][C:5]([C:8]2[C:12]([C:26](=[O:25])[CH3:27])=[C:11]([C:13]([F:14])([F:16])[F:15])[O:10][N:9]=2)=[CH:6][CH:7]=1, predict the reactants needed to synthesize it.